This data is from Full USPTO retrosynthesis dataset with 1.9M reactions from patents (1976-2016). The task is: Predict the reactants needed to synthesize the given product. (1) Given the product [CH3:1][O:2][C:3]([C:5]1[C:14]2[C:9](=[CH:10][C:11]([O:16][CH3:17])=[C:12]([O:15][CH2:64][CH2:63][CH2:62][C:53]3[CH:54]=[CH:55][C:56]4[C:61](=[CH:60][CH:59]=[CH:58][CH:57]=4)[N:52]=3)[CH:13]=2)[C:8](=[O:18])[N:7]([CH2:19][CH3:20])[CH:6]=1)=[O:4], predict the reactants needed to synthesize it. The reactants are: [CH3:1][O:2][C:3]([C:5]1[C:14]2[C:9](=[CH:10][C:11]([O:16][CH3:17])=[C:12]([OH:15])[CH:13]=2)[C:8](=[O:18])[N:7]([CH2:19][CH3:20])[CH:6]=1)=[O:4].C1C=CC(P(C2C=CC=CC=2)C2C=CC=CC=2)=CC=1.CCOC(/N=N/C(OCC)=O)=O.[N:52]1[C:61]2[C:56](=[CH:57][CH:58]=[CH:59][CH:60]=2)[CH:55]=[CH:54][C:53]=1[CH2:62][CH2:63][CH2:64]O. (2) Given the product [CH3:38][C:31]1([CH3:39])[CH2:30][C@H:29]([NH:28][C:26]2[C:25]([F:40])=[CH:24][N:23]=[C:22]([NH:16][C:15]3[CH:17]=[CH:18][C:12]([O:11][CH2:10][CH2:9][OH:8])=[C:13]([CH3:19])[CH:14]=3)[N:27]=2)[CH2:37][C@H:36]2[N:32]1[CH2:33][CH2:34][CH2:35]2, predict the reactants needed to synthesize it. The reactants are: [Si]([O:8][CH2:9][CH2:10][O:11][C:12]1[CH:18]=[CH:17][C:15]([NH2:16])=[CH:14][C:13]=1[CH3:19])(C(C)(C)C)(C)C.Cl.Cl[C:22]1[N:27]=[C:26]([NH:28][C@@H:29]2[CH2:37][C@H:36]3[N:32]([CH2:33][CH2:34][CH2:35]3)[C:31]([CH3:39])([CH3:38])[CH2:30]2)[C:25]([F:40])=[CH:24][N:23]=1.CC1C=CC(S(O)(=O)=O)=CC=1.O. (3) Given the product [NH:6]1[C:10]2=[N:11][CH:12]=[C:13]([C:15]([OH:17])=[O:16])[CH:14]=[C:9]2[CH:8]=[CH:7]1, predict the reactants needed to synthesize it. The reactants are: C([Si](C)(C)[N:6]1[C:10]2=[N:11][CH:12]=[C:13]([C:15]([OH:17])=[O:16])[CH:14]=[C:9]2[CH2:8][CH2:7]1)(C)(C)C.C(C1C(=O)C(Cl)=C(Cl)C(=O)C=1C#N)#N.N1C2C(=CC=CC=2)C=N1. (4) Given the product [CH3:11][O:12][C:13](=[O:18])[CH2:14][CH:15]=[C:8]([C:3]1[CH:4]=[CH:5][CH:6]=[CH:7][C:2]=1[Br:1])[C:9]#[N:10], predict the reactants needed to synthesize it. The reactants are: [Br:1][C:2]1[CH:7]=[CH:6][CH:5]=[CH:4][C:3]=1[CH2:8][C:9]#[N:10].[CH3:11][O:12][C:13](=[O:18])[CH:14]=[CH:15]OC.CC(C)([O-])C.[Na+].C(O)(=O)CC(CC(O)=O)(C(O)=O)O. (5) Given the product [Cl:1][C:2]1[CH:7]=[CH:6][CH:5]=[C:4]([Cl:8])[C:3]=1[CH2:9][C:10]([Cl:20])=[O:12], predict the reactants needed to synthesize it. The reactants are: [Cl:1][C:2]1[CH:7]=[CH:6][CH:5]=[C:4]([Cl:8])[C:3]=1[CH2:9][C:10]([OH:12])=O.CN(C=O)C.S(Cl)([Cl:20])=O. (6) Given the product [CH3:1][NH:2][CH:10]1[CH2:11][CH2:12][CH:13]([N:16]2[C:25]3[C:20](=[CH:21][C:22]([NH:26][C:27]([C:29]4[S:30][CH:31]=[CH:32][CH:33]=4)=[NH:28])=[CH:23][CH:24]=3)[CH2:19][CH2:18][CH2:17]2)[CH2:14][CH2:15]1, predict the reactants needed to synthesize it. The reactants are: [CH3:1][N:2]([CH:10]1[CH2:15][CH2:14][CH:13]([N:16]2[C:25]3[C:20](=[CH:21][C:22]([NH:26][C:27]([C:29]4[S:30][CH:31]=[CH:32][CH:33]=4)=[NH:28])=[CH:23][CH:24]=3)[CH2:19][CH2:18][CH2:17]2)[CH2:12][CH2:11]1)C(=O)OC(C)(C)C.N1CCC(N2CCCCC3C=C(NC(C4SC=CC=4)=N)C=CC2=3)C1. (7) The reactants are: [CH3:1][N:2]([CH3:26])[CH2:3][CH:4]([C:6]([C:9]1[CH:10]=[C:11]([O:15][S:16]([C:19]2[CH:24]=[CH:23][C:22]([CH3:25])=[CH:21][CH:20]=2)(=[O:18])=[O:17])[CH:12]=[CH:13][CH:14]=1)=[CH:7][CH3:8])[CH3:5].Cl. Given the product [CH3:26][N:2]([CH3:1])[CH2:3][CH:4]([CH3:5])[CH:6]([C:9]1[CH:10]=[C:11]([O:15][S:16]([C:19]2[CH:20]=[CH:21][C:22]([CH3:25])=[CH:23][CH:24]=2)(=[O:17])=[O:18])[CH:12]=[CH:13][CH:14]=1)[CH2:7][CH3:8], predict the reactants needed to synthesize it. (8) Given the product [C:15]([O:14][C:12]([NH:11][C:7]1[CH:6]=[C:5]([CH:10]=[CH:9][CH:8]=1)[C:4]([OH:19])=[O:3])=[O:13])([CH3:18])([CH3:16])[CH3:17], predict the reactants needed to synthesize it. The reactants are: C([O:3][C:4](=[O:19])[C:5]1[CH:10]=[CH:9][CH:8]=[C:7]([NH:11][C:12]([O:14][C:15]([CH3:18])([CH3:17])[CH3:16])=[O:13])[CH:6]=1)C.[Li+].[OH-]. (9) Given the product [NH2:1][C:2]1[CH:7]=[C:6]([C:8]2[S:12][C:11]([CH2:13][CH3:14])=[N:10][C:9]=2[C:23]2[CH:24]=[C:25]([CH:29]=[CH:30][CH:31]=2)[C:26]([O:28][CH3:39])=[O:27])[CH:5]=[CH:4][N:3]=1, predict the reactants needed to synthesize it. The reactants are: [NH2:1][C:2]1[CH:7]=[C:6]([CH:8]2[S:12][C:11]([CH2:13][CH3:14])=[N:10][C:9]2([C:23]2[CH:24]=[C:25]([CH:29]=[CH:30][CH:31]=2)[C:26]([OH:28])=[O:27])C2C=CC=C(C#N)C=2)[CH:5]=[CH:4][N:3]=1.S(=O)(=O)(O)O.[OH-].[Na+].[CH3:39]O. (10) Given the product [CH2:1]([C:5]1[N:6]([CH2:16][CH2:17][CH3:18])[C:7](=[CH:14][NH2:15])[C:8]2[CH:13]=[C:12]([Cl:19])[S:11][C:9]=2[N:10]=1)[CH2:2][CH2:3][CH3:4], predict the reactants needed to synthesize it. The reactants are: [CH2:1]([C:5]1[N:6]([CH2:16][CH2:17][CH3:18])[C:7](=[CH:14][NH2:15])[C:8]2[CH:13]=[CH:12][S:11][C:9]=2[N:10]=1)[CH2:2][CH2:3][CH3:4].[Cl:19]N1C(=O)CCC1=O.